From a dataset of Full USPTO retrosynthesis dataset with 1.9M reactions from patents (1976-2016). Predict the reactants needed to synthesize the given product. (1) Given the product [CH3:23][C:10]1[C:11]([CH2:12][C:13]2[C:22]3[C:17](=[CH:18][CH:19]=[CH:20][CH:21]=3)[CH:16]=[CH:15][CH:14]=2)=[C:4]2[N:3]=[C:2]([N:26]3[CH2:31][CH2:30][O:29][CH2:28][CH2:27]3)[CH:7]=[C:6]([NH2:25])[N:5]2[N:9]=1, predict the reactants needed to synthesize it. The reactants are: Cl[C:2]1[CH:7]=[C:6](Cl)[N:5]2[N:9]=[C:10]([CH3:23])[C:11]([CH2:12][C:13]3[C:22]4[C:17](=[CH:18][CH:19]=[CH:20][CH:21]=4)[CH:16]=[CH:15][CH:14]=3)=[C:4]2[N:3]=1.[OH-].[NH4+:25].[NH:26]1[CH2:31][CH2:30][O:29][CH2:28][CH2:27]1. (2) Given the product [CH:13]1([NH:19][C:10]2[C:9]3[C:4](=[CH:5][CH:6]=[CH:7][CH:8]=3)[N:3]=[C:2]([N:20]3[C:28]4[C:23](=[CH:24][CH:25]=[CH:26][CH:27]=4)[CH:22]=[N:21]3)[N:11]=2)[CH2:18][CH2:17][CH2:16][CH2:15][CH2:14]1, predict the reactants needed to synthesize it. The reactants are: Cl[C:2]1[N:11]=[C:10](Cl)[C:9]2[C:4](=[CH:5][CH:6]=[CH:7][CH:8]=2)[N:3]=1.[CH:13]1([NH2:19])[CH2:18][CH2:17][CH2:16][CH2:15][CH2:14]1.[NH:20]1[C:28]2[C:23](=[CH:24][CH:25]=[CH:26][CH:27]=2)[CH:22]=[N:21]1.